Dataset: Forward reaction prediction with 1.9M reactions from USPTO patents (1976-2016). Task: Predict the product of the given reaction. (1) Given the reactants [H-].[Na+].[C:3]1([C:9]2[N:10]=[CH:11][NH:12][CH:13]=2)[CH:8]=[CH:7][CH:6]=[CH:5][CH:4]=1.[CH3:14][O:15][CH:16]([O:19][CH3:20])[CH2:17]Br, predict the reaction product. The product is: [CH3:14][O:15][CH:16]([O:19][CH3:20])[CH2:17][N:12]1[CH:13]=[C:9]([C:3]2[CH:4]=[CH:5][CH:6]=[CH:7][CH:8]=2)[N:10]=[CH:11]1. (2) Given the reactants [CH3:1][C:2]1([CH3:11])[CH2:7][CH2:6][CH2:5][C:4]([CH3:9])([CH3:8])[N:3]1O.CC(C)([O-:15])C.[K+].C1COCC1.[CH2:23]([O:30][C:31]1[CH:32]=[C:33]2[C:38](=[CH:39][CH:40]=1)[N:37]=[C:36](Cl)[CH:35]=[CH:34]2)[C:24]1[CH:29]=[CH:28][CH:27]=[CH:26][CH:25]=1, predict the reaction product. The product is: [CH2:23]([O:30][C:31]1[CH:32]=[C:33]2[C:38](=[CH:39][CH:40]=1)[N:37]=[C:36]([O:15][CH:6]1[CH2:7][C:2]([CH3:11])([CH3:1])[NH:3][C:4]([CH3:9])([CH3:8])[CH2:5]1)[CH:35]=[CH:34]2)[C:24]1[CH:29]=[CH:28][CH:27]=[CH:26][CH:25]=1. (3) Given the reactants C(O)(C(F)(F)F)=O.[CH2:8]([O:10][C:11](=[O:33])[C:12]1[CH:17]=[C:16]([C:18]#[N:19])[C:15]([N:20]2[CH2:23][CH:22]([C:24]([O:26]C(C)(C)C)=[O:25])[CH2:21]2)=[N:14][C:13]=1[O:31][CH3:32])[CH3:9], predict the reaction product. The product is: [C:18]([C:16]1[C:15]([N:20]2[CH2:21][CH:22]([C:24]([OH:26])=[O:25])[CH2:23]2)=[N:14][C:13]([O:31][CH3:32])=[C:12]([C:11]([O:10][CH2:8][CH3:9])=[O:33])[CH:17]=1)#[N:19]. (4) Given the reactants [Mg].Br[C:3]1[CH:8]=[CH:7][C:6]([O:9][CH3:10])=[CH:5][CH:4]=1.[CH2:11]([N:18]1[CH2:23][CH2:22][CH2:21][C:20](=[O:24])[CH2:19]1)[C:12]1[CH:17]=[CH:16][CH:15]=[CH:14][CH:13]=1, predict the reaction product. The product is: [CH2:11]([N:18]1[CH2:23][CH2:22][CH2:21][C:20]([C:3]2[CH:8]=[CH:7][C:6]([O:9][CH3:10])=[CH:5][CH:4]=2)([OH:24])[CH2:19]1)[C:12]1[CH:13]=[CH:14][CH:15]=[CH:16][CH:17]=1. (5) Given the reactants Cl[C:2]1[N:7]=[C:6]2[N:8]([CH2:11][CH:12]3[CH2:17][CH2:16][CH2:15][NH:14][CH2:13]3)[N:9]=[CH:10][C:5]2=[CH:4][N:3]=1.[CH3:18][N:19]1[CH:23]=[C:22]([NH2:24])[CH:21]=[N:20]1.Cl, predict the reaction product. The product is: [CH3:18][N:19]1[CH:23]=[C:22]([NH:24][C:2]2[N:7]=[C:6]3[N:8]([CH2:11][CH:12]4[CH2:17][CH2:16][CH2:15][NH:14][CH2:13]4)[N:9]=[CH:10][C:5]3=[CH:4][N:3]=2)[CH:21]=[N:20]1. (6) Given the reactants [N:1]1([CH2:6][C:7]2[CH:12]=[CH:11][C:10]([CH2:13][CH2:14][NH2:15])=[CH:9][CH:8]=2)[CH2:5][CH2:4][CH2:3][CH2:2]1.[Cl:16][C:17]1[CH:22]=[C:21]([Cl:23])[CH:20]=[CH:19][C:18]=1[C:24]1[CH:29]=[CH:28][C:27]([C:30](O)=[O:31])=[CH:26][CH:25]=1, predict the reaction product. The product is: [N:1]1([CH2:6][C:7]2[CH:12]=[CH:11][C:10]([CH2:13][CH2:14][NH:15][C:30]([C:27]3[CH:28]=[CH:29][C:24]([C:18]4[CH:19]=[CH:20][C:21]([Cl:23])=[CH:22][C:17]=4[Cl:16])=[CH:25][CH:26]=3)=[O:31])=[CH:9][CH:8]=2)[CH2:5][CH2:4][CH2:3][CH2:2]1. (7) Given the reactants [NH2:1][C:2]1[C:3]([CH3:9])=[CH:4][CH:5]=[CH:6][C:7]=1[CH3:8].C(=O)([O-])[O-].[Na+].[Na+].[Cl:16][CH2:17][C:18](Cl)=[O:19], predict the reaction product. The product is: [Cl:16][CH2:17][C:18]([NH:1][C:2]1[C:7]([CH3:8])=[CH:6][CH:5]=[CH:4][C:3]=1[CH3:9])=[O:19]. (8) Given the reactants [CH3:1][O:2][C:3]1[CH:8]=[CH:7][C:6](B(O)O)=[CH:5][CH:4]=1.N1C2C(=CC=CC=2)C=C(B(O)O)C=1.Br[C:26]1[CH:34]=[CH:33][CH:32]=[C:31]2[C:27]=1[C:28]1([C:54]3[C:45](=[CH:46][C:47]4[O:52][CH2:51][CH2:50][O:49][C:48]=4[CH:53]=3)[O:44][CH2:43]1)[C:29](=[O:42])[N:30]2[CH2:35][C:36]1[CH:41]=[CH:40][CH:39]=[CH:38][N:37]=1.BrC1C=CC=C2C=1C1(C3C(=CC4OCCOC=4C=3)OC1)C(=O)N2C(C1C=CC=CC=1)C1C=CC=CC=1, predict the reaction product. The product is: [CH3:1][O:2][C:3]1[CH:8]=[CH:7][C:6]([C:26]2[CH:34]=[CH:33][CH:32]=[C:31]3[C:27]=2[C:28]2([C:54]4=[CH:53][C:48]5[O:49][CH2:50][CH2:51][O:52][C:47]=5[CH:46]=[C:45]4[O:44][CH2:43]2)[C:29](=[O:42])[N:30]3[CH2:35][C:36]2[CH:41]=[CH:40][CH:39]=[CH:38][N:37]=2)=[CH:5][CH:4]=1.